This data is from Full USPTO retrosynthesis dataset with 1.9M reactions from patents (1976-2016). The task is: Predict the reactants needed to synthesize the given product. (1) Given the product [NH2:9][C@H:6]1[CH2:7][CH2:8][N:4]([CH:1]([CH3:3])[CH3:2])[C:5]1=[O:17], predict the reactants needed to synthesize it. The reactants are: [CH:1]([N:4]1[CH2:8][CH2:7][C@H:6]([NH:9]C(=O)OC(C)(C)C)[C:5]1=[O:17])([CH3:3])[CH3:2].Cl. (2) Given the product [ClH:2].[ClH:1].[F:18][C:19]1[CH:24]=[CH:23][CH:22]=[CH:21][C:20]=1[CH2:25][CH2:26][N:27]1[CH2:16][CH2:15][N:5]([CH2:6][CH2:7][CH2:8][C:9]2[CH:14]=[CH:13][CH:12]=[CH:11][CH:10]=2)[CH2:4][CH2:3]1, predict the reactants needed to synthesize it. The reactants are: [Cl-:1].[Cl:2][CH2:3][CH2:4][NH+:5]([CH2:15][CH2:16]Cl)[CH2:6][CH2:7][CH2:8][C:9]1[CH:14]=[CH:13][CH:12]=[CH:11][CH:10]=1.[F:18][C:19]1[CH:24]=[CH:23][CH:22]=[CH:21][C:20]=1[CH2:25][CH2:26][NH2:27].C(=O)([O-])[O-].[K+].[K+].[I-].[Na+]. (3) Given the product [CH3:11][O:12][C:13]1[CH:18]=[CH:17][C:16]([S:19][C:2]2[N:7]=[C:6]([CH3:8])[C:5]([CH:9]=[O:10])=[CH:4][CH:3]=2)=[CH:15][CH:14]=1, predict the reactants needed to synthesize it. The reactants are: Br[C:2]1[N:7]=[C:6]([CH3:8])[C:5]([CH:9]=[O:10])=[CH:4][CH:3]=1.[CH3:11][O:12][C:13]1[CH:18]=[CH:17][C:16]([SH:19])=[CH:15][CH:14]=1.C([O-])([O-])=O.[K+].[K+]. (4) Given the product [N+:14]([C:11]1[CH:10]=[CH:9][C:8]([S:6]([CH3:5])(=[NH:1])=[O:7])=[CH:13][CH:12]=1)([O-:16])=[O:15], predict the reactants needed to synthesize it. The reactants are: [N-:1]=[N+]=[N-].[Na+].[CH3:5][S:6]([C:8]1[CH:13]=[CH:12][C:11]([N+:14]([O-:16])=[O:15])=[CH:10][CH:9]=1)=[O:7].S(=O)(=O)(O)O.O. (5) Given the product [C:1]([O:9][CH2:10][C:11]1([CH2:17][F:19])[O:16][CH2:15][CH2:14][CH2:13][O:12]1)(=[O:8])[C:2]1[CH:7]=[CH:6][CH:5]=[CH:4][CH:3]=1, predict the reactants needed to synthesize it. The reactants are: [C:1]([O:9][CH2:10][C:11]1([CH2:17]O)[O:16][CH2:15][CH2:14][CH2:13][O:12]1)(=[O:8])[C:2]1[CH:7]=[CH:6][CH:5]=[CH:4][CH:3]=1.[F:19]C(F)(C(F)(F)F)C(F)(F)C(F)(F)S(Cl)(=O)=O. (6) Given the product [Br:26][C:27]1[CH:28]=[C:29]2[C:34](=[CH:35][CH:36]=1)[NH:33][C:32](=[O:37])[C:31]([N:4]([CH:1]([CH3:3])[CH3:2])[C:5]1[CH:10]=[CH:9][CH:8]=[CH:7][CH:6]=1)=[C:30]2[OH:45], predict the reactants needed to synthesize it. The reactants are: [CH:1]([NH:4][C:5]1[CH:10]=[CH:9][CH:8]=[CH:7][CH:6]=1)([CH3:3])[CH3:2].NC1C=CC=CC=1.FC(F)(F)S([O-])(=O)=O.[Br:26][C:27]1[CH:28]=[C:29]2[C:34](=[CH:35][CH:36]=1)[NH:33][C:32](=[O:37])[C:31]([I+]C1C=CC=CC=1)=[C:30]2[OH:45]. (7) Given the product [CH3:26][N:2]([CH3:1])[CH2:3][CH2:4][N:5]1[C:13]2[C:8](=[CH:9][C:10]([O:14][CH3:15])=[CH:11][CH:12]=2)[C:7](/[CH:16]=[C:38]2\[O:39][C:35]3[CH:34]=[CH:33][C:32]([NH:31][C:29]([NH:28][CH3:27])=[O:30])=[CH:41][C:36]=3[C:37]\2=[O:40])=[C:6]1[C:18]1[C:19]([CH3:25])=[N:20][N:21]([CH3:24])[C:22]=1[CH3:23], predict the reactants needed to synthesize it. The reactants are: [CH3:1][N:2]([CH3:26])[CH2:3][CH2:4][N:5]1[C:13]2[C:8](=[CH:9][C:10]([O:14][CH3:15])=[CH:11][CH:12]=2)[C:7]([CH:16]=O)=[C:6]1[C:18]1[C:19]([CH3:25])=[N:20][N:21]([CH3:24])[C:22]=1[CH3:23].[CH3:27][NH:28][C:29]([NH:31][C:32]1[CH:33]=[CH:34][C:35]2[O:39][CH2:38][C:37](=[O:40])[C:36]=2[CH:41]=1)=[O:30].C([O-])([O-])=O.[Na+].[Na+]. (8) Given the product [CH3:12][C:13]1[CH:19]=[CH:18][C:16]([NH:17][C:4](=[NH:5])[CH2:3][C:2](=[O:1])[C:6]2[CH:7]=[CH:8][CH:9]=[CH:10][CH:11]=2)=[CH:15][CH:14]=1, predict the reactants needed to synthesize it. The reactants are: [O:1]=[C:2]([C:6]1[CH:11]=[CH:10][CH:9]=[CH:8][CH:7]=1)[CH2:3][C:4]#[N:5].[CH3:12][C:13]1[CH:19]=[CH:18][C:16]([NH2:17])=[CH:15][CH:14]=1.